This data is from Reaction yield outcomes from USPTO patents with 853,638 reactions. The task is: Predict the reaction yield, written as a fraction of the theoretical maximum amount of product (1.0 means a 100% yield; for example, 0.34 means a 34% yield). (1) The reactants are [CH3:1][C:2]1([CH3:13])[CH2:7][CH2:6][CH2:5][C:4](=O)[CH:3]1[CH2:9][CH2:10][CH:11]=O.Cl.[NH2:15]O. The catalyst is C(O)C. The product is [CH3:1][C:2]1([CH3:13])[CH2:7][CH2:6][CH2:5][C:4]2[N:15]=[CH:11][CH:10]=[CH:9][C:3]1=2. The yield is 0.600. (2) The reactants are F[C:2]1[CH:7]=[C:6]([CH3:8])[C:5]([N+:9]([O-:11])=[O:10])=[CH:4][C:3]=1[C:12]1[CH:13]=[CH:14][C:15](=[O:19])[N:16]([CH3:18])[CH:17]=1.[C:20]1([OH:26])[CH:25]=[CH:24][CH:23]=[CH:22][CH:21]=1.C(=O)([O-])[O-].[Cs+].[Cs+]. The catalyst is CS(C)=O. The product is [CH3:18][N:16]1[CH:17]=[C:12]([C:3]2[CH:4]=[C:5]([N+:9]([O-:11])=[O:10])[C:6]([CH3:8])=[CH:7][C:2]=2[O:26][C:20]2[CH:25]=[CH:24][CH:23]=[CH:22][CH:21]=2)[CH:13]=[CH:14][C:15]1=[O:19]. The yield is 0.920. (3) The reactants are C([Mg]Br)C.[I:5][C:6]1[N:7]=[C:8]2[C:14]3[CH:15]=[CH:16][C:17]([C:19]([O:21][CH3:22])=[O:20])=[CH:18][C:13]=3[O:12][CH2:11][CH2:10][N:9]2[C:23]=1I.[NH4+].[Cl-]. The catalyst is C(OCC)C.C1COCC1. The product is [I:5][C:6]1[N:7]=[C:8]2[C:14]3[CH:15]=[CH:16][C:17]([C:19]([O:21][CH3:22])=[O:20])=[CH:18][C:13]=3[O:12][CH2:11][CH2:10][N:9]2[CH:23]=1. The yield is 0.800.